This data is from Catalyst prediction with 721,799 reactions and 888 catalyst types from USPTO. The task is: Predict which catalyst facilitates the given reaction. (1) Reactant: [CH2:1]([C@@H:7]1[CH2:11][O:10]C(C)(C)[O:8]1)[CH2:2]/[CH:3]=[CH:4]\[CH2:5][CH3:6]. Product: [CH2:11]([OH:10])[C@H:7]([OH:8])[CH2:1][CH2:2]/[CH:3]=[CH:4]\[CH2:5][CH3:6]. The catalyst class is: 52. (2) Reactant: [Cl:1][C:2]1[C:7]([C:8]2[C:9](=[O:34])[NH:10][C:11](=[O:33])[N:12]([CH2:14][CH2:15][CH2:16][N:17]3[CH2:22][C@H:21]4[C@:19]([C:23]5[CH:28]=[CH:27][C:26]([C:29]([F:32])([F:31])[F:30])=[CH:25][CH:24]=5)([CH2:20]4)[CH2:18]3)[CH:13]=2)=[CH:6][C:5]([F:35])=[CH:4][N:3]=1.[ClH:36]. Product: [ClH:1].[ClH:36].[Cl:1][C:2]1[C:7]([C:8]2[C:9](=[O:34])[NH:10][C:11](=[O:33])[N:12]([CH2:14][CH2:15][CH2:16][N:17]3[CH2:22][C@H:21]4[C@:19]([C:23]5[CH:28]=[CH:27][C:26]([C:29]([F:31])([F:32])[F:30])=[CH:25][CH:24]=5)([CH2:20]4)[CH2:18]3)[CH:13]=2)=[CH:6][C:5]([F:35])=[CH:4][N:3]=1. The catalyst class is: 12. (3) Reactant: C[O:2][C:3]1[CH:8]=[CH:7][C:6]([CH2:9][CH2:10][CH2:11][C:12]([OH:14])=[O:13])=[CH:5][CH:4]=1.B(Br)(Br)Br.C(=O)(O)[O-].[Na+]. Product: [OH:2][C:3]1[CH:4]=[CH:5][C:6]([CH2:9][CH2:10][CH2:11][C:12]([OH:14])=[O:13])=[CH:7][CH:8]=1. The catalyst class is: 4. (4) Reactant: [C:1]([O:5][C:6]([NH:8][C:9]1[C:10]([C:14]([OH:16])=O)=[N:11][NH:12][CH:13]=1)=[O:7])([CH3:4])([CH3:3])[CH3:2].[N:17]1([C:23]2[C:24]([CH3:31])=[C:25]([NH2:30])[C:26]([NH2:29])=[CH:27][CH:28]=2)[CH2:22][CH2:21][O:20][CH2:19][CH2:18]1.ON1C2C=CC=CC=2N=N1.CN(C)CCCN=C=NCC. Product: [C:1]([O:5][C:6](=[O:7])[NH:8][C:9]1[C:10]([C:14](=[O:16])[NH:30][C:25]2[CH:24]=[CH:31][C:28]([CH2:23][N:17]3[CH2:18][CH2:19][O:20][CH2:21][CH2:22]3)=[CH:27][C:26]=2[NH2:29])=[N:11][NH:12][CH:13]=1)([CH3:2])([CH3:3])[CH3:4]. The catalyst class is: 3.